Dataset: Catalyst prediction with 721,799 reactions and 888 catalyst types from USPTO. Task: Predict which catalyst facilitates the given reaction. (1) Reactant: [NH2:1][C:2]1[S:3][C:4]([C:10]2[CH:15]=[CH:14][CH:13]=[CH:12][CH:11]=2)=[CH:5][C:6]=1[C:7]([NH2:9])=[O:8].[CH3:16][N:17]=[C:18]=[O:19]. Product: [CH3:16][NH:17][C:18](=[O:19])[NH:1][C:2]1[S:3][C:4]([C:10]2[CH:11]=[CH:12][CH:13]=[CH:14][CH:15]=2)=[CH:5][C:6]=1[C:7]([NH2:9])=[O:8]. The catalyst class is: 17. (2) Reactant: Cl.[Cl:2][C:3]1[CH:4]=[C:5]2[C:11]([C:12]3[N:17]=[C:16]([NH:18][C@H:19]4[CH2:24][CH2:23][CH2:22][NH:21][CH2:20]4)[C:15]([F:25])=[CH:14][N:13]=3)=[CH:10][NH:9][C:6]2=[N:7][CH:8]=1.ClC1C=C2C(C3N=C(N[C@H]4CCCNC4)C(F)=CN=3)=CNC2=NC=1.C(N(C(C)C)CC)(C)C.[CH3:59][S:60](Cl)(=[O:62])=[O:61]. Product: [Cl:2][C:3]1[CH:4]=[C:5]2[C:11]([C:12]3[N:17]=[C:16]([NH:18][C@H:19]4[CH2:24][CH2:23][CH2:22][N:21]([S:60]([CH3:59])(=[O:62])=[O:61])[CH2:20]4)[C:15]([F:25])=[CH:14][N:13]=3)=[CH:10][NH:9][C:6]2=[N:7][CH:8]=1. The catalyst class is: 59. (3) Reactant: [OH:1][C:2]1[CH:11]=[C:10]2[C:5]([CH:6]=[C:7]([C:16]([O:18][CH2:19][CH3:20])=[O:17])[CH:8]([C:12]([F:15])([F:14])[F:13])[O:9]2)=[CH:4][C:3]=1[CH3:21].CCN(C(C)C)C(C)C.O([O:32][S:33]([C:36]([F:39])([F:38])[F:37])(=O)=[O:34])[O:32][S:33]([C:36]([F:39])([F:38])[F:37])(=O)=[O:34]. Product: [CH3:21][C:3]1[CH:4]=[C:5]2[C:10](=[CH:11][C:2]=1[O:1][S:33]([C:36]([F:39])([F:38])[F:37])(=[O:34])=[O:32])[O:9][CH:8]([C:12]([F:15])([F:13])[F:14])[C:7]([C:16]([O:18][CH2:19][CH3:20])=[O:17])=[CH:6]2. The catalyst class is: 2. (4) Reactant: [CH3:1][C:2]1([CH3:31])[C:10]2[C:5](=[CH:6][C:7]([N:11]3[C:15](=[O:16])[C:14]([CH3:18])([CH3:17])[N:13]([CH2:19][C:20]4[C:29]5[C:24](=[CH:25][CH:26]=[CH:27][CH:28]=5)[N:23]=[CH:22][CH:21]=4)[C:12]3=[O:30])=[CH:8][CH:9]=2)[NH:4][CH2:3]1.C(N(C(C)C)C(C)C)C.Cl[CH2:42][C:43](Cl)=[O:44].[F:46][C:47]([F:51])([F:50])[CH2:48][NH2:49]. Product: [CH3:1][C:2]1([CH3:31])[C:10]2[C:5](=[CH:6][C:7]([N:11]3[C:15](=[O:16])[C:14]([CH3:17])([CH3:18])[N:13]([CH2:19][C:20]4[C:29]5[C:24](=[CH:25][CH:26]=[CH:27][CH:28]=5)[N:23]=[CH:22][CH:21]=4)[C:12]3=[O:30])=[CH:8][CH:9]=2)[N:4]([C:43](=[O:44])[CH2:42][NH:49][CH2:48][C:47]([F:51])([F:50])[F:46])[CH2:3]1. The catalyst class is: 26. (5) Reactant: [CH2:1]([N:8]1[C:12]2=[N:13][CH:14]=[C:15]([NH:25][CH3:26])[C:16]([C:17]3[CH:22]=[CH:21][C:20]([F:23])=[CH:19][C:18]=3[CH3:24])=[C:11]2[CH:10]=[N:9]1)[C:2]1[CH:7]=[CH:6][CH:5]=[CH:4][CH:3]=1.CCN(C(C)C)C(C)C.[F:36][C:37]([F:55])([F:54])[C:38]1[CH:39]=[C:40]([C:48]([CH3:53])([CH3:52])[C:49](Cl)=[O:50])[CH:41]=[C:42]([C:44]([F:47])([F:46])[F:45])[CH:43]=1. Product: [CH2:1]([N:8]1[C:12]2=[N:13][CH:14]=[C:15]([N:25]([CH3:26])[C:49](=[O:50])[C:48]([C:40]3[CH:39]=[C:38]([C:37]([F:55])([F:54])[F:36])[CH:43]=[C:42]([C:44]([F:47])([F:46])[F:45])[CH:41]=3)([CH3:53])[CH3:52])[C:16]([C:17]3[CH:22]=[CH:21][C:20]([F:23])=[CH:19][C:18]=3[CH3:24])=[C:11]2[CH:10]=[N:9]1)[C:2]1[CH:7]=[CH:6][CH:5]=[CH:4][CH:3]=1. The catalyst class is: 2. (6) Product: [CH3:1][O:14][C:15]1[CH:16]=[C:17]([CH:22]=[C:23]([O:25][S:26]([C:29]([F:32])([F:30])[F:31])(=[O:28])=[O:27])[CH:24]=1)[C:18]([O:20][CH3:21])=[O:19]. The catalyst class is: 27. Reactant: [C:1](=O)([O-])[O-].[K+].[K+].IC.CN(C=O)C.[OH:14][C:15]1[CH:16]=[C:17]([CH:22]=[C:23]([O:25][S:26]([C:29]([F:32])([F:31])[F:30])(=[O:28])=[O:27])[CH:24]=1)[C:18]([O:20][CH3:21])=[O:19]. (7) Reactant: [NH2:1][C:2]1[C:7]([CH3:8])=[CH:6][N:5]=[C:4]([CH3:9])[C:3]=1/[CH:10]=[CH:11]/[C:12]([O:14]CC)=O.C([O-])C.[Na+]. Product: [CH3:9][C:4]1[N:5]=[CH:6][C:7]([CH3:8])=[C:2]2[C:3]=1[CH:10]=[CH:11][C:12](=[O:14])[NH:1]2. The catalyst class is: 8.